From a dataset of NCI-60 drug combinations with 297,098 pairs across 59 cell lines. Regression. Given two drug SMILES strings and cell line genomic features, predict the synergy score measuring deviation from expected non-interaction effect. (1) Drug 1: CN(C)N=NC1=C(NC=N1)C(=O)N. Drug 2: CC(C)CN1C=NC2=C1C3=CC=CC=C3N=C2N. Cell line: LOX IMVI. Synergy scores: CSS=26.8, Synergy_ZIP=-12.9, Synergy_Bliss=-11.1, Synergy_Loewe=-10.5, Synergy_HSA=-9.89. (2) Drug 1: CCC1(CC2CC(C3=C(CCN(C2)C1)C4=CC=CC=C4N3)(C5=C(C=C6C(=C5)C78CCN9C7C(C=CC9)(C(C(C8N6C=O)(C(=O)OC)O)OC(=O)C)CC)OC)C(=O)OC)O.OS(=O)(=O)O. Drug 2: C1CC(=O)NC(=O)C1N2C(=O)C3=CC=CC=C3C2=O. Cell line: U251. Synergy scores: CSS=1.26, Synergy_ZIP=0.777, Synergy_Bliss=1.39, Synergy_Loewe=-17.0, Synergy_HSA=-2.51.